From a dataset of Forward reaction prediction with 1.9M reactions from USPTO patents (1976-2016). Predict the product of the given reaction. (1) The product is: [C:1]([O:5][C:6]([N:8]([CH:13]1[CH2:14][CH2:15][CH2:16][CH2:17][CH2:18]1)[CH2:9][C:10]([OH:12])=[O:11])=[O:7])([CH3:4])([CH3:2])[CH3:3]. Given the reactants [C:1]([O:5][C:6]([N:8]([C:13]1[CH:18]=[CH:17][CH:16]=[CH:15][CH:14]=1)[CH2:9][C:10]([OH:12])=[O:11])=[O:7])([CH3:4])([CH3:3])[CH3:2].[H][H], predict the reaction product. (2) The product is: [CH3:10][N:6]1[CH2:7][CH2:8][C:9]2=[N:1][N:2]([CH2:18][C:19]([OH:21])=[O:20])[CH:3]=[C:4]2[CH2:5]1. Given the reactants [NH:1]1[C:9]2[CH2:8][CH2:7][N:6]([C:10](OC(C)(C)C)=O)[CH2:5][C:4]=2[CH:3]=[N:2]1.Br[CH2:18][C:19]([O:21]CC1C=CC=CC=1)=[O:20], predict the reaction product. (3) Given the reactants [Cl:1][CH2:2][CH2:3][CH2:4][NH:5][C:6](=O)[C:7]([F:10])([F:9])[F:8].B.C1COCC1, predict the reaction product. The product is: [Cl:1][CH2:2][CH2:3][CH2:4][NH:5][CH2:6][C:7]([F:10])([F:9])[F:8]. (4) Given the reactants FC(F)(F)S(O[C:7]1[C:8]2[S:21][CH2:20][CH2:19][CH2:18][C:9]=2[N:10]=[C:11]([CH:13]2[CH2:17][CH2:16][CH2:15][CH2:14]2)[N:12]=1)(=O)=O.[NH2:24][C:25]1[CH:30]=[CH:29][C:28]([CH2:31][CH2:32][OH:33])=[CH:27][CH:26]=1, predict the reaction product. The product is: [CH:13]1([C:11]2[N:12]=[C:7]([NH:24][C:25]3[CH:30]=[CH:29][C:28]([CH2:31][CH2:32][OH:33])=[CH:27][CH:26]=3)[C:8]3[S:21][CH2:20][CH2:19][CH2:18][C:9]=3[N:10]=2)[CH2:17][CH2:16][CH2:15][CH2:14]1. (5) Given the reactants C1(C)C=CC(S(CC[O:12][C:13](=[O:49])[C:14]2[CH:19]=[C:18]([S:20]([N:23]3[C:27]4[CH:28]=[CH:29][C:30]([O:32][CH3:33])=[CH:31][C:26]=4[N:25]=[C:24]3[S:34]([CH2:36][C:37]3[C:42]([CH3:43])=[C:41]([O:44][CH3:45])[C:40]([CH3:46])=[CH:39][N:38]=3)=[O:35])(=[O:22])=[O:21])[CH:17]=[CH:16][C:15]=2[O:47][CH3:48])(=O)=O)=CC=1.C1(C)C=CC(S(CC[O:62][C:63](=[O:99])[C:64]2[CH:69]=[C:68]([S:70]([N:73]3[C:77]4[CH:78]=[C:79]([O:82][CH3:83])[CH:80]=[CH:81][C:76]=4[N:75]=[C:74]3[S:84]([CH2:86][C:87]3[C:92]([CH3:93])=[C:91]([O:94][CH3:95])[C:90]([CH3:96])=[CH:89][N:88]=3)=[O:85])(=[O:72])=[O:71])[CH:67]=[CH:66][C:65]=2[O:97][CH3:98])(=O)=O)=CC=1.C(=O)(O)[O-].[Na+:105], predict the reaction product. The product is: [Na+:105].[CH3:48][O:47][C:15]1[CH:16]=[CH:17][C:18]([S:20]([N:23]2[C:27]3[CH:28]=[CH:29][C:30]([O:32][CH3:33])=[CH:31][C:26]=3[N:25]=[C:24]2[S:34]([CH2:36][C:37]2[C:42]([CH3:43])=[C:41]([O:44][CH3:45])[C:40]([CH3:46])=[CH:39][N:38]=2)=[O:35])(=[O:21])=[O:22])=[CH:19][C:14]=1[C:13]([O-:49])=[O:12].[Na+:105].[CH3:98][O:97][C:65]1[CH:66]=[CH:67][C:68]([S:70]([N:73]2[C:77]3[CH:78]=[C:79]([O:82][CH3:83])[CH:80]=[CH:81][C:76]=3[N:75]=[C:74]2[S:84]([CH2:86][C:87]2[C:92]([CH3:93])=[C:91]([O:94][CH3:95])[C:90]([CH3:96])=[CH:89][N:88]=2)=[O:85])(=[O:71])=[O:72])=[CH:69][C:64]=1[C:63]([O-:99])=[O:62].